From a dataset of Reaction yield outcomes from USPTO patents with 853,638 reactions. Predict the reaction yield, written as a fraction of the theoretical maximum amount of product (1.0 means a 100% yield; for example, 0.34 means a 34% yield). The reactants are [C:1]([O:5][C:6]1[CH:7]=[CH:8][C:9]2[CH2:10][NH:11][CH2:12][CH2:13][O:14][C:15]=2[N:16]=1)([CH3:4])([CH3:3])[CH3:2].[C:17]([OH:24])(=[O:23])[CH2:18][CH2:19][C:20]([OH:22])=[O:21].CO. No catalyst specified. The product is [C:17]([OH:24])(=[O:23])[CH2:18][CH2:19][C:20]([OH:22])=[O:21].[C:1]([O:5][C:6]1[CH:7]=[CH:8][C:9]2[CH2:10][NH:11][CH2:12][CH2:13][O:14][C:15]=2[N:16]=1)([CH3:4])([CH3:2])[CH3:3]. The yield is 0.460.